From a dataset of Full USPTO retrosynthesis dataset with 1.9M reactions from patents (1976-2016). Predict the reactants needed to synthesize the given product. (1) Given the product [CH:15]1[C:14]2[C:10]3[CH:9]=[C:8]4[C:20]([C:1](=[O:2])[C:4]5[CH:24]=[CH:23][CH:22]=[CH:21][C:5]=5[C:6]4=[O:7])=[CH:19][C:11]=3[S:12][C:13]=2[CH:18]=[CH:17][CH:16]=1, predict the reactants needed to synthesize it. The reactants are: [C:1]([C:4]1[CH:24]=[CH:23][CH:22]=[CH:21][C:5]=1[C:6]([C:8]1[CH:20]=[CH:19][C:11]2[S:12][C:13]3[CH:18]=[CH:17][CH:16]=[CH:15][C:14]=3[C:10]=2[CH:9]=1)=[O:7])(O)=[O:2].P(Cl)(Cl)(Cl)(Cl)Cl.[Cl-].[Al+3].[Cl-].[Cl-].CC(C)=O. (2) Given the product [CH3:25][O:26][C:27](=[O:35])[CH2:28][C:29]1[CH:33]=[C:32]([NH:34][C:2]2[C:11]3[C:6](=[CH:7][C:8]([O:14][CH2:15][CH2:16][CH2:17][N:18]4[CH2:23][CH2:22][O:21][CH2:20][CH2:19]4)=[C:9]([O:12][CH3:13])[CH:10]=3)[N:5]=[CH:4][N:3]=2)[NH:31][N:30]=1, predict the reactants needed to synthesize it. The reactants are: Cl[C:2]1[C:11]2[C:6](=[CH:7][C:8]([O:14][CH2:15][CH2:16][CH2:17][N:18]3[CH2:23][CH2:22][O:21][CH2:20][CH2:19]3)=[C:9]([O:12][CH3:13])[CH:10]=2)[N:5]=[CH:4][N:3]=1.Cl.[CH3:25][O:26][C:27](=[O:35])[CH2:28][C:29]1[CH:33]=[C:32]([NH2:34])[NH:31][N:30]=1. (3) The reactants are: [H-].[Na+].[CH2:3]([OH:12])[CH:4]=[CH:5][C:6]1[CH:11]=[CH:10][CH:9]=[CH:8][CH:7]=1.[CH2:13](Cl)[CH:14]=[CH2:15]. Given the product [CH2:15]([O:12][CH2:3]/[CH:4]=[CH:5]/[C:6]1[CH:11]=[CH:10][CH:9]=[CH:8][CH:7]=1)[CH:14]=[CH2:13], predict the reactants needed to synthesize it. (4) Given the product [Br:1][C:2]1[CH:7]=[C:6]([C:8]2[C:9]([C:13]3[CH:18]=[CH:17][CH:16]=[C:15]([CH3:19])[N:14]=3)=[N:10][N:11]([C:20]([C:21]3[CH:26]=[CH:25][CH:24]=[CH:23][CH:22]=3)([C:33]3[CH:34]=[CH:35][CH:36]=[CH:37][CH:38]=3)[C:27]3[CH:28]=[CH:29][CH:30]=[CH:31][CH:32]=3)[CH:12]=2)[CH:5]=[CH:4][N:3]=1, predict the reactants needed to synthesize it. The reactants are: [Br:1][C:2]1[CH:7]=[C:6]([C:8]2[C:9]([C:13]3[CH:18]=[CH:17][CH:16]=[C:15]([CH3:19])[N:14]=3)=[N:10][NH:11][CH:12]=2)[CH:5]=[CH:4][N:3]=1.[C:20](Cl)([C:33]1[CH:38]=[CH:37][CH:36]=[CH:35][CH:34]=1)([C:27]1[CH:32]=[CH:31][CH:30]=[CH:29][CH:28]=1)[C:21]1[CH:26]=[CH:25][CH:24]=[CH:23][CH:22]=1.C(=O)([O-])[O-].[K+].[K+]. (5) Given the product [Cl:20][C:8]1[N:6]2[CH:7]=[C:2]([Cl:1])[CH:3]=[C:4]([C:16]([F:18])([F:19])[F:17])[C:5]2=[N:10][C:9]=1[C:11]([O:13][CH2:14][CH3:15])=[O:12], predict the reactants needed to synthesize it. The reactants are: [Cl:1][C:2]1[CH:3]=[C:4]([C:16]([F:19])([F:18])[F:17])[C:5]2[N:6]([CH:8]=[C:9]([C:11]([O:13][CH2:14][CH3:15])=[O:12])[N:10]=2)[CH:7]=1.[Cl:20]N1C(=O)CCC1=O. (6) Given the product [C:1]([N:4]1[C:13]2[C:8](=[CH:9][C:10]([C:14]([NH:59][C@H:56]3[CH2:57][CH2:58][O:54][CH2:55]3)=[O:16])=[CH:11][CH:12]=2)[C@H:7]([NH:17][C:18]2[CH:23]=[CH:22][CH:21]=[C:20]([CH3:24])[N:19]=2)[C@@H:6]([CH3:25])[C@@H:5]1[CH:26]1[CH2:27][CH2:28]1)(=[O:3])[CH3:2], predict the reactants needed to synthesize it. The reactants are: [C:1]([N:4]1[C:13]2[C:8](=[CH:9][C:10]([C:14]([OH:16])=O)=[CH:11][CH:12]=2)[C@H:7]([NH:17][C:18]2[CH:23]=[CH:22][CH:21]=[C:20]([CH3:24])[N:19]=2)[C@@H:6]([CH3:25])[C@@H:5]1[CH:26]1[CH2:28][CH2:27]1)(=[O:3])[CH3:2].CN(C(ON1N=NC2C=CC=NC1=2)=[N+](C)C)C.F[P-](F)(F)(F)(F)F.Cl.[O:54]1[CH2:58][CH2:57][C@H:56]([NH2:59])[CH2:55]1.CCN(C(C)C)C(C)C. (7) The reactants are: [Cl:1][C:2]1[CH:3]=[CH:4][C:5](F)=[N:6][CH:7]=1.[CH:9]1([C:12]#[N:13])[CH2:11][CH2:10]1.C[Si]([N-][Si](C)(C)C)(C)C.[K+].[NH4+].[Cl-]. Given the product [Cl:1][C:2]1[CH:3]=[CH:4][C:5]([C:9]2([C:12]#[N:13])[CH2:11][CH2:10]2)=[N:6][CH:7]=1, predict the reactants needed to synthesize it. (8) Given the product [Cl:28][C:2]1[CH:7]=[C:6]([C:8]2[N:9]=[C:10]([CH:13]([CH3:15])[CH3:14])[S:11][CH:12]=2)[N:5]=[C:4]2[C:16]3[C:22]([Cl:23])=[C:21]([O:24][CH3:25])[CH:20]=[CH:19][C:17]=3[O:18][C:3]=12, predict the reactants needed to synthesize it. The reactants are: O[C:2]1[CH:7]=[C:6]([C:8]2[N:9]=[C:10]([CH:13]([CH3:15])[CH3:14])[S:11][CH:12]=2)[N:5]=[C:4]2[C:16]3[C:22]([Cl:23])=[C:21]([O:24][CH3:25])[CH:20]=[CH:19][C:17]=3[O:18][C:3]=12.O=P(Cl)(Cl)[Cl:28]. (9) The reactants are: [CH3:1][O:2][CH2:3][C@H:4]([C:6]1[CH:11]=[CH:10][CH:9]=[CH:8][CH:7]=1)[NH2:5].[I:12][C:13]1[C:21]2[C:16](=[CH:17][CH:18]=[C:19]([C:22](O)=[O:23])[CH:20]=2)[NH:15][N:14]=1.CN(C(ON1N=NC2C=CC=CC1=2)=[N+](C)C)C.[B-](F)(F)(F)F.CCN(C(C)C)C(C)C. Given the product [I:12][C:13]1[C:21]2[C:16](=[CH:17][CH:18]=[C:19]([C:22]([NH:5][C@@H:4]([C:6]3[CH:11]=[CH:10][CH:9]=[CH:8][CH:7]=3)[CH2:3][O:2][CH3:1])=[O:23])[CH:20]=2)[NH:15][N:14]=1, predict the reactants needed to synthesize it.